Task: Predict the product of the given reaction.. Dataset: Forward reaction prediction with 1.9M reactions from USPTO patents (1976-2016) (1) Given the reactants [C:1]([O:5][C:6]([NH:8][C@H:9]([CH2:29][C:30]1[CH:35]=[C:34]([F:36])[C:33]([F:37])=[CH:32][C:31]=1[F:38])[CH2:10][C:11]([N:13]1[CH2:18][CH2:17][N:16]2[C:19]([C:25]([F:28])([F:27])[F:26])=[N:20][C:21]([C:22]([OH:24])=[O:23])=[C:15]2[CH2:14]1)=[O:12])=[O:7])([CH3:4])([CH3:3])[CH3:2].Cl.[NH2:40][CH2:41][C:42]([O:44][CH3:45])=[O:43].C(N(CC)CC)C.O=C1N([ClH:59]P([ClH]N2CCOC2=O)=O)CCO1, predict the reaction product. The product is: [ClH:59].[CH3:45][O:44][C:42](=[O:43])[CH2:41][NH:40][C:22]([C:21]1[N:20]=[C:19]([C:25]([F:26])([F:27])[F:28])[N:16]2[CH2:17][CH2:18][N:13]([C:11](=[O:12])[CH2:10][C@H:9]([NH2:8])[CH2:29][C:30]3[CH:35]=[C:34]([F:36])[C:33]([F:37])=[CH:32][C:31]=3[F:38])[CH2:14][C:15]=12)=[O:24].[CH3:45][O:44][C:42](=[O:43])[CH2:41][NH:40][C:22]([C:21]1[N:20]=[C:19]([C:25]([F:27])([F:28])[F:26])[N:16]2[CH2:17][CH2:18][N:13]([C:11](=[O:12])[CH2:10][C@H:9]([NH:8][C:6]([O:5][C:1]([CH3:2])([CH3:3])[CH3:4])=[O:7])[CH2:29][C:30]3[CH:35]=[C:34]([F:36])[C:33]([F:37])=[CH:32][C:31]=3[F:38])[CH2:14][C:15]=12)=[O:23]. (2) Given the reactants [C:1]([C:3]1[CH:4]=[C:5]([C:24]2C=[CH:28][C:27](C(O)=O)=[CH:26][CH:25]=2)[CH:6]=[CH:7][C:8]=1[O:9][CH2:10][CH:11]1[CH2:16][CH2:15][N:14]([CH2:17][C:18]([CH2:22][CH3:23])([F:21])[CH2:19][CH3:20])[CH2:13][CH2:12]1)#[N:2].[NH:33]1[CH2:37][CH2:36][CH2:35][C@H:34]1[C:38]([NH2:40])=[O:39].[CH2:41](Cl)[CH2:42]Cl.C1C=CC2N([OH:54])N=NC=2C=1.CCN(C(C)C)C(C)C, predict the reaction product. The product is: [C:1]([C:3]1[CH:4]=[C:5]([C:24]2[C:41]([C:42]([N:33]3[CH2:37][CH2:36][CH2:35][C@H:34]3[C:38]([NH2:40])=[O:39])=[O:54])=[CH:28][CH:27]=[CH:26][CH:25]=2)[CH:6]=[CH:7][C:8]=1[O:9][CH2:10][CH:11]1[CH2:16][CH2:15][N:14]([CH2:17][C:18]([CH2:22][CH3:23])([F:21])[CH2:19][CH3:20])[CH2:13][CH2:12]1)#[N:2]. (3) Given the reactants Cl[C:2]1[C:11]2[C:6](=[CH:7][C:8]([F:12])=[CH:9][CH:10]=2)[C:5]([O:13][CH3:14])=[CH:4][N:3]=1.[F-:15].[Cs+], predict the reaction product. The product is: [F:15][C:2]1[C:11]2[C:6](=[CH:7][C:8]([F:12])=[CH:9][CH:10]=2)[C:5]([O:13][CH3:14])=[CH:4][N:3]=1. (4) Given the reactants [CH3:1][N:2]([CH3:15])[C:3]1[CH:8]=[CH:7][C:6]([C:9](=[S:11])[NH2:10])=[CH:5][C:4]=1[N+:12]([O-:14])=[O:13].[CH:16]12[O:22][CH:21]1[CH2:20][CH2:19][CH2:18][C:17]2=O.[CH3:24][OH:25], predict the reaction product. The product is: [CH3:15][NH:2][C:3]1[CH:8]=[CH:7][C:6]([C:9]2[S:11][C:20]3[CH:21]([OH:22])[CH2:16][CH2:17][CH2:18][C:19]=3[N:10]=2)=[CH:5][C:4]=1[N+:12]([O-:14])=[O:13].[CH3:24][O:25][CH:20]1[C:21]2[S:11][C:9]([C:6]3[CH:7]=[CH:8][C:3]([NH:2][CH3:1])=[C:4]([N+:12]([O-:14])=[O:13])[CH:5]=3)=[N:10][C:16]=2[CH2:17][CH2:18][CH2:19]1. (5) Given the reactants C1(P(C2CCCCC2)C2C=CC=CC=2C2C=CC=CC=2)CCCCC1.Cl.[NH:27]1[CH2:32][CH2:31][CH:30]([CH2:33][CH2:34][CH:35]2[CH2:40][CH2:39][N:38]([C:41]([O:43][C:44]([CH3:47])([CH3:46])[CH3:45])=[O:42])[CH2:37][CH2:36]2)[CH2:29][CH2:28]1.Cl[C:49]1[CH:54]=[CH:53][CH:52]=[C:51]([CH3:55])[N:50]=1.CC(C)([O-])C.[Na+].C(=O)([O-])[O-].[Na+].[Na+], predict the reaction product. The product is: [CH3:55][C:51]1[N:50]=[C:49]([N:27]2[CH2:28][CH2:29][CH:30]([CH2:33][CH2:34][CH:35]3[CH2:36][CH2:37][N:38]([C:41]([O:43][C:44]([CH3:47])([CH3:46])[CH3:45])=[O:42])[CH2:39][CH2:40]3)[CH2:31][CH2:32]2)[CH:54]=[CH:53][CH:52]=1.